Dataset: Reaction yield outcomes from USPTO patents with 853,638 reactions. Task: Predict the reaction yield, written as a fraction of the theoretical maximum amount of product (1.0 means a 100% yield; for example, 0.34 means a 34% yield). The reactants are [CH:1](=[O:8])[C:2]1[CH:7]=[CH:6][CH:5]=[N:4][CH:3]=1.[C:9]([O:13][CH2:14][CH3:15])(=[O:12])[CH:10]=[CH2:11]. The catalyst is C1N2CCN(CC2)C1. The product is [CH2:14]([O:13][C:9](=[O:12])[C:10]([CH:1]([OH:8])[C:2]1[CH:3]=[N:4][CH:5]=[CH:6][CH:7]=1)=[CH2:11])[CH3:15]. The yield is 0.950.